This data is from Full USPTO retrosynthesis dataset with 1.9M reactions from patents (1976-2016). The task is: Predict the reactants needed to synthesize the given product. (1) Given the product [C:15]1([CH3:24])[CH:20]=[CH:19][CH:18]=[C:17]([C:2]2[CH:3]=[N:4][CH:5]=[C:6]3[C:11]=2[N:10]=[C:9]([C:12]([NH2:14])=[O:13])[CH:8]=[CH:7]3)[CH:16]=1, predict the reactants needed to synthesize it. The reactants are: Br[C:2]1[CH:3]=[N:4][CH:5]=[C:6]2[C:11]=1[N:10]=[C:9]([C:12]([NH2:14])=[O:13])[CH:8]=[CH:7]2.[C:15]1([CH3:24])[CH:20]=[CH:19][CH:18]=[C:17](B(O)O)[CH:16]=1.C(=O)([O-])[O-].[Cs+].[Cs+]. (2) Given the product [CH2:25]([O:27][C:28](=[O:52])[CH2:29][N:30]1[C:38]2[C:33](=[CH:34][CH:35]=[CH:36][CH:37]=2)[CH:32]([C:39]2[C:48]([OH:49])=[CH:47][C:46]3[CH2:45][CH2:44][CH2:43][CH2:42][C:41]=3[CH:40]=2)[C:31]1=[O:51])[CH3:26], predict the reactants needed to synthesize it. The reactants are: BrC1C=CC(O)=C(C2(O)C3C(=CC=CC=3)N(CCCCC)C2=O)C=1.[CH2:25]([O:27][C:28](=[O:52])[CH2:29][N:30]1[C:38]2[C:33](=[CH:34][CH:35]=[CH:36][CH:37]=2)[C:32](O)([C:39]2[C:48]([OH:49])=[CH:47][C:46]3[CH2:45][CH2:44][CH2:43][CH2:42][C:41]=3[CH:40]=2)[C:31]1=[O:51])[CH3:26].